This data is from Full USPTO retrosynthesis dataset with 1.9M reactions from patents (1976-2016). The task is: Predict the reactants needed to synthesize the given product. (1) Given the product [CH:46]1([CH2:45][O:44][C:21]2[C:20]([CH2:19][OH:18])=[CH:43][C:24]3[C:25]([CH2:28][CH2:29][CH:30]4[CH2:35][CH2:34][N:33]([C:36]([O:38][C:39]([CH3:42])([CH3:40])[CH3:41])=[O:37])[CH2:32][CH2:31]4)=[N:26][O:27][C:23]=3[CH:22]=2)[CH2:47][CH2:48]1, predict the reactants needed to synthesize it. The reactants are: [Si]([O:18][CH2:19][C:20]1[C:21]([O:44][CH2:45][CH:46]2[CH2:48][CH2:47]2)=[CH:22][C:23]2[O:27][N:26]=[C:25]([CH2:28][CH2:29][CH:30]3[CH2:35][CH2:34][N:33]([C:36]([O:38][C:39]([CH3:42])([CH3:41])[CH3:40])=[O:37])[CH2:32][CH2:31]3)[C:24]=2[CH:43]=1)(C(C)(C)C)(C1C=CC=CC=1)C1C=CC=CC=1.[F-].C([N+](CCCC)(CCCC)CCCC)CCC.[Cl-].[NH4+]. (2) Given the product [CH3:1][C@@H:2]1[CH2:7][N:6]([C:8]2[C:9]([C:27]#[N:26])=[CH:10][C:11]3[O:12][CH2:13][C:14](=[O:18])[NH:15][C:16]=3[N:17]=2)[C@H:5]([C:19]2[CH:20]=[CH:21][CH:22]=[CH:23][CH:24]=2)[CH2:4][O:3]1, predict the reactants needed to synthesize it. The reactants are: [CH3:1][C@@H:2]1[CH2:7][N:6]([C:8]2[CH:9]=[CH:10][C:11]3[O:12][CH2:13][C:14](=[O:18])[NH:15][C:16]=3[N:17]=2)[C@H:5]([C:19]2[CH:24]=[CH:23][CH:22]=[CH:21][CH:20]=2)[CH2:4][O:3]1.Br[N:26]1C(=O)CC[C:27]1=O. (3) Given the product [C:5]([C:7]1[CH:12]=[CH:11][C:10]([NH:13][C:14]([C:16]2[CH:24]=[C:23]3[C:19]([CH2:20][CH2:21][NH:22]3)=[CH:18][CH:17]=2)=[O:15])=[CH:9][C:8]=1[C:25]([F:28])([F:26])[F:27])#[N:6], predict the reactants needed to synthesize it. The reactants are: C([BH3-])#N.[Na+].[C:5]([C:7]1[CH:12]=[CH:11][C:10]([NH:13][C:14]([C:16]2[CH:24]=[C:23]3[C:19]([CH:20]=[CH:21][NH:22]3)=[CH:18][CH:17]=2)=[O:15])=[CH:9][C:8]=1[C:25]([F:28])([F:27])[F:26])#[N:6].[OH-].[NH4+].